Dataset: NCI-60 drug combinations with 297,098 pairs across 59 cell lines. Task: Regression. Given two drug SMILES strings and cell line genomic features, predict the synergy score measuring deviation from expected non-interaction effect. (1) Drug 1: C1=CC(=C2C(=C1NCCNCCO)C(=O)C3=C(C=CC(=C3C2=O)O)O)NCCNCCO. Drug 2: CC1C(C(CC(O1)OC2CC(CC3=C2C(=C4C(=C3O)C(=O)C5=C(C4=O)C(=CC=C5)OC)O)(C(=O)CO)O)N)O.Cl. Cell line: IGROV1. Synergy scores: CSS=35.5, Synergy_ZIP=-0.847, Synergy_Bliss=-3.00, Synergy_Loewe=-2.40, Synergy_HSA=-1.10. (2) Drug 1: C1=C(C(=O)NC(=O)N1)F. Drug 2: CCCCCOC(=O)NC1=NC(=O)N(C=C1F)C2C(C(C(O2)C)O)O. Cell line: CCRF-CEM. Synergy scores: CSS=7.07, Synergy_ZIP=-13.5, Synergy_Bliss=-27.7, Synergy_Loewe=-36.1, Synergy_HSA=-26.2. (3) Drug 1: CC12CCC3C(C1CCC2=O)CC(=C)C4=CC(=O)C=CC34C. Drug 2: CC1=C2C(C(=O)C3(C(CC4C(C3C(C(C2(C)C)(CC1OC(=O)C(C(C5=CC=CC=C5)NC(=O)OC(C)(C)C)O)O)OC(=O)C6=CC=CC=C6)(CO4)OC(=O)C)O)C)O. Cell line: KM12. Synergy scores: CSS=47.4, Synergy_ZIP=-7.14, Synergy_Bliss=-5.55, Synergy_Loewe=-5.23, Synergy_HSA=-2.42. (4) Drug 1: CC(C1=C(C=CC(=C1Cl)F)Cl)OC2=C(N=CC(=C2)C3=CN(N=C3)C4CCNCC4)N. Drug 2: C1CN(P(=O)(OC1)NCCCl)CCCl. Cell line: SR. Synergy scores: CSS=73.2, Synergy_ZIP=11.2, Synergy_Bliss=10.9, Synergy_Loewe=-35.4, Synergy_HSA=9.26. (5) Drug 1: C1=NC2=C(N=C(N=C2N1C3C(C(C(O3)CO)O)F)Cl)N. Drug 2: C1CN(P(=O)(OC1)NCCCl)CCCl. Cell line: HL-60(TB). Synergy scores: CSS=50.2, Synergy_ZIP=0.773, Synergy_Bliss=-2.94, Synergy_Loewe=-66.6, Synergy_HSA=-7.14.